This data is from NCI-60 drug combinations with 297,098 pairs across 59 cell lines. The task is: Regression. Given two drug SMILES strings and cell line genomic features, predict the synergy score measuring deviation from expected non-interaction effect. (1) Synergy scores: CSS=36.0, Synergy_ZIP=0.283, Synergy_Bliss=3.89, Synergy_Loewe=-9.47, Synergy_HSA=3.61. Drug 2: CCC1(CC2CC(C3=C(CCN(C2)C1)C4=CC=CC=C4N3)(C5=C(C=C6C(=C5)C78CCN9C7C(C=CC9)(C(C(C8N6C=O)(C(=O)OC)O)OC(=O)C)CC)OC)C(=O)OC)O.OS(=O)(=O)O. Drug 1: CNC(=O)C1=CC=CC=C1SC2=CC3=C(C=C2)C(=NN3)C=CC4=CC=CC=N4. Cell line: MCF7. (2) Drug 1: C1=NC2=C(N=C(N=C2N1C3C(C(C(O3)CO)O)O)F)N. Drug 2: C1C(C(OC1N2C=NC3=C2NC=NCC3O)CO)O. Cell line: LOX IMVI. Synergy scores: CSS=-4.79, Synergy_ZIP=8.58, Synergy_Bliss=9.05, Synergy_Loewe=-5.19, Synergy_HSA=-4.81. (3) Drug 1: C1=CC=C(C=C1)NC(=O)CCCCCCC(=O)NO. Drug 2: CC1=C(C(=CC=C1)Cl)NC(=O)C2=CN=C(S2)NC3=CC(=NC(=N3)C)N4CCN(CC4)CCO. Cell line: NCI-H226. Synergy scores: CSS=3.68, Synergy_ZIP=-2.47, Synergy_Bliss=-2.88, Synergy_Loewe=-1.82, Synergy_HSA=-2.12. (4) Drug 1: CN(C)N=NC1=C(NC=N1)C(=O)N. Drug 2: C#CCC(CC1=CN=C2C(=N1)C(=NC(=N2)N)N)C3=CC=C(C=C3)C(=O)NC(CCC(=O)O)C(=O)O. Cell line: HCT-15. Synergy scores: CSS=6.50, Synergy_ZIP=-0.808, Synergy_Bliss=2.40, Synergy_Loewe=0.704, Synergy_HSA=0.483.